Task: Predict which catalyst facilitates the given reaction.. Dataset: Catalyst prediction with 721,799 reactions and 888 catalyst types from USPTO (1) Reactant: [CH2:1]1[C:6]2([O:16][O:15][C:9]3([CH2:14][CH2:13][CH2:12][CH2:11][CH2:10]3)[O:8][O:7]2)[CH2:5][CH2:4][C:3](=O)[CH2:2]1.[NH:18]1[CH2:23][CH2:22][O:21][CH2:20][CH2:19]1.C(O[BH-](OC(=O)C)OC(=O)C)(=O)C.[Na+]. Product: [CH2:1]1[C:6]2([O:16][O:15][C:9]3([CH2:14][CH2:13][CH2:12][CH2:11][CH2:10]3)[O:8][O:7]2)[CH2:5][CH2:4][CH:3]([N:18]2[CH2:23][CH2:22][O:21][CH2:20][CH2:19]2)[CH2:2]1. The catalyst class is: 4. (2) Reactant: [N:1]([CH2:4][CH2:5][CH2:6][Si:7]([CH2:16][C:17](=[CH2:19])[CH3:18])([CH2:12][C:13](=[CH2:15])[CH3:14])[CH2:8][C:9](=[CH2:11])[CH3:10])=[N+]=[N-].C1(P(C2C=CC=CC=2)C2C=CC=CC=2)C=CC=CC=1.[NH4+].[OH-]. Product: [NH2:1][CH2:4][CH2:5][CH2:6][Si:7]([CH2:16][C:17](=[CH2:18])[CH3:19])([CH2:8][C:9](=[CH2:10])[CH3:11])[CH2:12][C:13](=[CH2:14])[CH3:15]. The catalyst class is: 17. (3) Reactant: [C:1]1([C:11]([O:13][CH3:14])=[O:12])[C:10]2[C:5](=[CH:6][CH:7]=[CH:8][CH:9]=2)[CH:4]=[CH:3][N:2]=1.ClC1C=C(C=CC=1)C(OO)=[O:20]. Product: [CH3:14][O:13][C:11]([C:1]1[C:10]2[C:5](=[CH:6][CH:7]=[CH:8][CH:9]=2)[CH:4]=[CH:3][N+:2]=1[O-:20])=[O:12]. The catalyst class is: 2. (4) Reactant: [CH3:1][S:2](Cl)(=[O:4])=[O:3].[OH:6][CH2:7][C:8]1[N:13]=[C:12]([C:14]([O:16][CH3:17])=[O:15])[CH:11]=[CH:10][CH:9]=1. Product: [CH3:1][S:2]([O:6][CH2:7][C:8]1[N:13]=[C:12]([C:14]([O:16][CH3:17])=[O:15])[CH:11]=[CH:10][CH:9]=1)(=[O:4])=[O:3]. The catalyst class is: 2.